Dataset: Reaction yield outcomes from USPTO patents with 853,638 reactions. Task: Predict the reaction yield, written as a fraction of the theoretical maximum amount of product (1.0 means a 100% yield; for example, 0.34 means a 34% yield). The reactants are [Br:1][CH2:2][CH2:3][CH2:4][C:5]([OH:7])=[O:6].[F:8][C:9]1[C:14](O)=[C:13]([F:16])[C:12]([F:17])=[C:11]([F:18])[C:10]=1[F:19]. The catalyst is CN(C1C=CN=CC=1)C.C(Cl)Cl. The product is [F:8][C:9]1[C:14]([O:6][C:5](=[O:7])[CH2:4][CH2:3][CH2:2][Br:1])=[C:13]([F:16])[C:12]([F:17])=[C:11]([F:18])[C:10]=1[F:19]. The yield is 0.780.